Dataset: Full USPTO retrosynthesis dataset with 1.9M reactions from patents (1976-2016). Task: Predict the reactants needed to synthesize the given product. (1) The reactants are: [C:1]([NH:11][C@H:12]([C:20]([OH:22])=O)[CH2:13][C:14]1[CH:19]=[CH:18][CH:17]=[CH:16][CH:15]=1)([O:3][CH2:4][C:5]1[CH:10]=[CH:9][CH:8]=[CH:7][CH:6]=1)=[O:2].Cl.[C:24]([O:28][C:29]([NH:31][CH2:32][CH2:33][NH2:34])=[O:30])([CH3:27])([CH3:26])[CH3:25].O.ON1C2C=CC=CC=2N=N1.CN1CCOCC1.Cl.C(N=C=NCCCN(C)C)C.C(O)(=O)CC(CC(O)=O)(C(O)=O)O. Given the product [NH:11]([C:1]([O:3][CH2:4][C:5]1[CH:6]=[CH:7][CH:8]=[CH:9][CH:10]=1)=[O:2])[C@H:12]([C:20]([NH:34][CH2:33][CH2:32][NH:31][C:29]([O:28][C:24]([CH3:27])([CH3:26])[CH3:25])=[O:30])=[O:22])[CH2:13][C:14]1[CH:15]=[CH:16][CH:17]=[CH:18][CH:19]=1, predict the reactants needed to synthesize it. (2) The reactants are: [CH2:1]([O:3][C:4]1[CH:9]=[CH:8][CH:7]=[CH:6][C:5]=1[N:10]1[C:19](=[O:20])[C:18]2[C:13](=[CH:14][CH:15]=[CH:16][CH:17]=2)[N:12]=[C:11]1[CH2:21][CH3:22])[CH3:2].C([O-])(=O)C.[Na+].[Br:28]Br. Given the product [Br:28][CH:21]([C:11]1[N:10]([C:5]2[CH:6]=[CH:7][CH:8]=[CH:9][C:4]=2[O:3][CH2:1][CH3:2])[C:19](=[O:20])[C:18]2[C:13](=[CH:14][CH:15]=[CH:16][CH:17]=2)[N:12]=1)[CH3:22], predict the reactants needed to synthesize it. (3) Given the product [Br:1][C:2]1[CH:3]=[C:4]2[C:8](=[CH:9][CH:10]=1)[NH:7][C:6](=[O:11])[C:5]12[O:15][CH2:14][CH2:13][O:12]1, predict the reactants needed to synthesize it. The reactants are: [Br:1][C:2]1[CH:3]=[C:4]2[C:8](=[CH:9][CH:10]=1)[NH:7][C:6](=[O:11])[C:5]2=[O:12].[CH2:13](O)[CH2:14][OH:15].C1(C)C=CC(S(O)(=O)=O)=CC=1. (4) Given the product [CH2:24]([O:26][C:27]([CH:29]1[CH:33]([OH:34])[CH2:32][N:31]([C:35](=[O:52])[CH2:36][CH2:37][CH2:38][CH2:39][CH2:40][NH:41][C:42]([O:44][CH2:45][C:46]2[CH:47]=[CH:48][CH:49]=[CH:50][CH:51]=2)=[O:43])[CH2:30]1)=[O:28])[CH3:25], predict the reactants needed to synthesize it. The reactants are: C(O)[C@H]1O[C@H](O[C@]2(CO)O[C@H](CO)[C@@H](O)[C@@H]2O)[C@H](O)[C@@H](O)[C@@H]1O.[CH2:24]([O:26][C:27]([CH:29]1[C:33](=[O:34])[CH2:32][N:31]([C:35](=[O:52])[CH2:36][CH2:37][CH2:38][CH2:39][CH2:40][NH:41][C:42]([O:44][CH2:45][C:46]2[CH:51]=[CH:50][CH:49]=[CH:48][CH:47]=2)=[O:43])[CH2:30]1)=[O:28])[CH3:25]. (5) Given the product [Br:40][C:37]1[N:38]=[CH:39][C:34]([C:4]2[CH:3]=[CH:2][C:1]([N:7]([C:18]3[CH:23]=[CH:22][CH:21]=[CH:20][CH:19]=3)[C:8]3[C:17]4[C:12](=[CH:13][CH:14]=[CH:15][CH:16]=4)[CH:11]=[CH:10][CH:9]=3)=[CH:6][CH:5]=2)=[N:35][CH:36]=1, predict the reactants needed to synthesize it. The reactants are: [C:1]1([N:7]([C:18]2[CH:23]=[CH:22][C:21](B3OC(C)(C)C(C)(C)O3)=[CH:20][CH:19]=2)[C:8]2[C:17]3[C:12](=[CH:13][CH:14]=[CH:15][CH:16]=3)[CH:11]=[CH:10][CH:9]=2)[CH:6]=[CH:5][CH:4]=[CH:3][CH:2]=1.Br[C:34]1[CH:39]=[N:38][C:37]([Br:40])=[CH:36][N:35]=1.C([O-])([O-])=O.[K+].[K+]. (6) Given the product [CH3:22][O:1][C:2]1[CH:3]=[C:4]2[C:9](=[C:10]([CH3:12])[CH:11]=1)[O:8][CH:7]([C:13]([F:16])([F:14])[F:15])[C:6]([C:17]([O:19][CH2:20][CH3:21])=[O:18])=[CH:5]2, predict the reactants needed to synthesize it. The reactants are: [OH:1][C:2]1[CH:3]=[C:4]2[C:9](=[C:10]([CH3:12])[CH:11]=1)[O:8][CH:7]([C:13]([F:16])([F:15])[F:14])[C:6]([C:17]([O:19][CH2:20][CH3:21])=[O:18])=[CH:5]2.[C:22]([O-])([O-])=O.[K+].[K+]. (7) Given the product [CH2:6]([O:8][C:9]1[CH:10]=[C:11]([CH:15]=[C:16]([I:19])[C:17]=1[OH:18])[C:12]([O:14][CH3:20])=[O:13])[CH3:7], predict the reactants needed to synthesize it. The reactants are: S(=O)(=O)(O)O.[CH2:6]([O:8][C:9]1[CH:10]=[C:11]([CH:15]=[C:16]([I:19])[C:17]=1[OH:18])[C:12]([OH:14])=[O:13])[CH3:7].[C:20](=O)([O-])O.[Na+].C(OCC)(=O)C.